Dataset: Catalyst prediction with 721,799 reactions and 888 catalyst types from USPTO. Task: Predict which catalyst facilitates the given reaction. (1) Reactant: [F:1][C:2]1[CH:3]=[C:4]([C@@:9]2([OH:25])[CH2:14][CH2:13][N:12]([C:15]([O:17][C:18]([CH3:21])([CH3:20])[CH3:19])=[O:16])[CH2:11][C@@H:10]2[CH:22]=[N:23][OH:24])[CH:5]=[CH:6][C:7]=1[F:8].CC1C=CC(S(NCl)(=O)=O)=CC=1.[F:38][C:39]1[CH:40]=[CH:41][C:42]([C:51]#[C:52][Br:53])=[C:43]([CH2:45][CH2:46][NH:47][C:48](=[O:50])[CH3:49])[CH:44]=1. Product: [C:48]([NH:47][CH2:46][CH2:45][C:43]1[CH:44]=[C:39]([F:38])[CH:40]=[CH:41][C:42]=1[C:51]1[O:24][N:23]=[C:22]([C@@H:10]2[C@:9]([C:4]3[CH:5]=[CH:6][C:7]([F:8])=[C:2]([F:1])[CH:3]=3)([OH:25])[CH2:14][CH2:13][N:12]([C:15]([O:17][C:18]([CH3:21])([CH3:19])[CH3:20])=[O:16])[CH2:11]2)[C:52]=1[Br:53])(=[O:50])[CH3:49]. The catalyst class is: 5. (2) Reactant: [N+:1]([C:4]1[CH:11]=[CH:10][CH:9]=[CH:8][C:5]=1[CH:6]=O)([O-:3])=[O:2].[C:12]([O:20][CH2:21][CH3:22])(=[O:19])[CH2:13][C:14]([O:16][CH2:17][CH3:18])=[O:15].C(=O)([O-])O.[Na+]. Product: [N+:1]([C:4]1[CH:11]=[CH:10][CH:9]=[CH:8][C:5]=1[CH:6]=[C:13]([C:14]([O:16][CH2:17][CH3:18])=[O:15])[C:12]([O:20][CH2:21][CH3:22])=[O:19])([O-:3])=[O:2]. The catalyst class is: 152. (3) Reactant: C(O[C:6]([NH:8][C@@H:9]([CH2:13][C:14]1[CH:19]=[CH:18][CH:17]=[CH:16][N:15]=1)[C:10]([O-])=[O:11])=O)(C)(C)C.[H-].[H-].[H-].[H-].[Li+].[Al+3]. Product: [CH3:6][NH:8][C@@H:9]([CH2:13][C:14]1[CH:19]=[CH:18][CH:17]=[CH:16][N:15]=1)[CH2:10][OH:11]. The catalyst class is: 1. (4) Reactant: [F:1][C:2]1[CH:3]=[C:4]([NH:14][C:15](=[O:23])OC2C=CC=CC=2)[CH:5]=[CH:6][C:7]=1[CH2:8][CH2:9][S:10]([CH3:13])(=[O:12])=[O:11].[Cl:24][C:25]1[CH:26]=[C:27]([N:31]2[C:35]([CH2:36][NH2:37])=[CH:34][C:33]([CH:38]3[CH2:40][CH2:39]3)=[N:32]2)[CH:28]=[CH:29][CH:30]=1.C(N(C(C)C)C(C)C)C. Product: [Cl:24][C:25]1[CH:26]=[C:27]([N:31]2[C:35]([CH2:36][NH:37][C:15]([NH:14][C:4]3[CH:5]=[CH:6][C:7]([CH2:8][CH2:9][S:10]([CH3:13])(=[O:11])=[O:12])=[C:2]([F:1])[CH:3]=3)=[O:23])=[CH:34][C:33]([CH:38]3[CH2:39][CH2:40]3)=[N:32]2)[CH:28]=[CH:29][CH:30]=1. The catalyst class is: 1. (5) Reactant: [OH:1][CH2:2][CH2:3][N:4]([CH3:40])[C:5]1[N:6]([CH3:39])[C:7](=[O:38])[C:8]2[C:13]([C:14]3[CH:19]=[CH:18][CH:17]=[CH:16][CH:15]=3)=[C:12]([C:20]3[CH:25]=[CH:24][C:23]([C:26]4([NH:30]C(=O)OC(C)(C)C)[CH2:29][CH2:28][CH2:27]4)=[CH:22][CH:21]=3)[O:11][C:9]=2[N:10]=1.C(O)(C(F)(F)F)=O. Product: [NH2:30][C:26]1([C:23]2[CH:24]=[CH:25][C:20]([C:12]3[O:11][C:9]4[N:10]=[C:5]([N:4]([CH2:3][CH2:2][OH:1])[CH3:40])[N:6]([CH3:39])[C:7](=[O:38])[C:8]=4[C:13]=3[C:14]3[CH:15]=[CH:16][CH:17]=[CH:18][CH:19]=3)=[CH:21][CH:22]=2)[CH2:27][CH2:28][CH2:29]1. The catalyst class is: 2. (6) Reactant: [O:1]1[CH2:6][CH2:5][N:4]([C:7]2[C:8]([NH2:13])=[N:9][CH:10]=[CH:11][N:12]=2)[CH2:3][CH2:2]1.[Br:14][CH2:15][C:16](O)=[O:17]. Product: [O:1]1[CH2:6][CH2:5][N:4]([C:7]2[C:8]3[N:9]([CH:15]=[C:16]([OH:17])[N:13]=3)[CH:10]=[CH:11][N:12]=2)[CH2:3][CH2:2]1.[BrH:14]. The catalyst class is: 32.